Dataset: Full USPTO retrosynthesis dataset with 1.9M reactions from patents (1976-2016). Task: Predict the reactants needed to synthesize the given product. (1) Given the product [CH3:32][S:33][C:34]1[CH:41]=[CH:40][C:37]([CH2:38][O:1][CH:2]2[CH:7]([C:8]3[CH:9]=[CH:10][C:11]([O:14][CH2:15][CH2:16][CH2:17][O:18][CH2:19][C:20]4[S:21][CH:22]=[CH:23][CH:24]=4)=[CH:12][CH:13]=3)[CH2:6][CH2:5][N:4]([C:25]([O:27][C:28]([CH3:31])([CH3:30])[CH3:29])=[O:26])[CH2:3]2)=[CH:36][CH:35]=1, predict the reactants needed to synthesize it. The reactants are: [OH:1][CH:2]1[CH:7]([C:8]2[CH:13]=[CH:12][C:11]([O:14][CH2:15][CH2:16][CH2:17][O:18][CH2:19][C:20]3[S:21][CH:22]=[CH:23][CH:24]=3)=[CH:10][CH:9]=2)[CH2:6][CH2:5][N:4]([C:25]([O:27][C:28]([CH3:31])([CH3:30])[CH3:29])=[O:26])[CH2:3]1.[CH3:32][S:33][C:34]1[CH:41]=[CH:40][C:37]([CH2:38]Cl)=[CH:36][CH:35]=1. (2) Given the product [NH2:42][C@@H:12]([CH2:11][CH2:10][CH2:9][NH:8][C:6]([O:5][C:1]([CH3:4])([CH3:3])[CH3:2])=[O:7])[C:13]([NH:14][C@H:15]([CH2:16][C:17]([NH:18][CH2:19][CH2:20][NH:21][C:22]([O:23][C:24]([CH3:25])([CH3:26])[CH3:27])=[O:28])=[O:29])[CH2:30][CH2:31][CH2:32][NH:33][C:34](=[O:35])[O:36][C:37]([CH3:38])([CH3:39])[CH3:40])=[O:41], predict the reactants needed to synthesize it. The reactants are: [C:1]([O:5][C:6]([NH:8][CH2:9][CH2:10][CH2:11][C@H:12]([NH:42]C(=O)OCC1C=CC=CC=1)[C:13](=[O:41])[NH:14][C@@H:15]([CH2:30][CH2:31][CH2:32][NH:33][C:34]([O:36][C:37]([CH3:40])([CH3:39])[CH3:38])=[O:35])[CH2:16][C:17](=[O:29])[NH:18][CH2:19][CH2:20][NH:21][C:22](=[O:28])[O:23][C:24]([CH3:27])([CH3:26])[CH3:25])=[O:7])([CH3:4])([CH3:3])[CH3:2]. (3) The reactants are: [N:1]1[C:10]2[C:5](=[CH:6][C:7]([OH:11])=[CH:8][CH:9]=2)[CH:4]=[CH:3][C:2]=1[OH:12].C([O-])([O-])=O.[Cs+].[Cs+].Cl[C:20]1[CH:25]=[CH:24][N:23]=[C:22]([C:26]([NH:28][CH3:29])=[O:27])[CH:21]=1. Given the product [OH:12][C:2]1[CH:3]=[CH:4][C:5]2[C:10](=[CH:9][CH:8]=[C:7]([O:11][C:20]3[CH:25]=[CH:24][N:23]=[C:22]([C:26]([NH:28][CH3:29])=[O:27])[CH:21]=3)[CH:6]=2)[N:1]=1, predict the reactants needed to synthesize it. (4) Given the product [Br:25][C:6]1[C:2]([CH3:1])=[N:3][NH:4][C:5]=1[C:7]1[CH:17]=[CH:16][C:10]2[O:11][CH2:12][C:13](=[O:15])[NH:14][C:9]=2[CH:8]=1, predict the reactants needed to synthesize it. The reactants are: [CH3:1][C:2]1[CH:6]=[C:5]([C:7]2[CH:17]=[CH:16][C:10]3[O:11][CH2:12][C:13](=[O:15])[NH:14][C:9]=3[CH:8]=2)[NH:4][N:3]=1.C1C(=O)N([Br:25])C(=O)C1. (5) Given the product [Cl:1][C:2]1[CH:7]=[C:6]2[C:5]([CH2:8][CH:9]([CH:10]3[CH2:15][CH2:14][O:13][CH2:12][CH2:11]3)[N:16]=[CH:17]2)=[CH:4][C:3]=1[O:19][CH2:20][CH2:21][CH2:22][O:23][CH3:24], predict the reactants needed to synthesize it. The reactants are: [Cl:1][C:2]1[CH:7]=[CH:6][C:5]([CH2:8][CH:9]([NH:16][CH:17]=O)[CH:10]2[CH2:15][CH2:14][O:13][CH2:12][CH2:11]2)=[CH:4][C:3]=1[O:19][CH2:20][CH2:21][CH2:22][O:23][CH3:24].O=P(Cl)(Cl)Cl. (6) Given the product [CH:18]12[N:17]([C:14]3[CH:13]=[CH:12][C:11]([NH:10][C:4]4[C:5](=[O:9])[N:6]([CH3:8])[CH:7]=[C:2]([Br:1])[CH:3]=4)=[N:16][CH:15]=3)[CH:22]([CH2:23][CH2:24]1)[CH2:21][NH:20][CH2:19]2, predict the reactants needed to synthesize it. The reactants are: [Br:1][C:2]1[CH:3]=[C:4]([NH:10][C:11]2[N:16]=[CH:15][C:14]([N:17]3[CH:22]4[CH2:23][CH2:24][CH:18]3[CH2:19][N:20](C(OC(C)(C)C)=O)[CH2:21]4)=[CH:13][CH:12]=2)[C:5](=[O:9])[N:6]([CH3:8])[CH:7]=1. (7) Given the product [C:11]([C:7]1[C:8]([O:10][S:24]([C:23]([F:36])([F:35])[F:22])(=[O:26])=[O:25])=[N:9][C:4]([CH:1]2[CH2:2][CH2:3]2)=[CH:5][C:6]=1[C:13]1[CH:14]=[CH:15][C:16]([N+:19]([O-:21])=[O:20])=[CH:17][CH:18]=1)#[N:12], predict the reactants needed to synthesize it. The reactants are: [CH:1]1([C:4]2[NH:9][C:8](=[O:10])[C:7]([C:11]#[N:12])=[C:6]([C:13]3[CH:18]=[CH:17][C:16]([N+:19]([O-:21])=[O:20])=[CH:15][CH:14]=3)[CH:5]=2)[CH2:3][CH2:2]1.[F:22][C:23]([F:36])([F:35])[S:24](O[S:24]([C:23]([F:36])([F:35])[F:22])(=[O:26])=[O:25])(=[O:26])=[O:25]. (8) Given the product [CH3:61][O:62][C:63](=[O:71])[CH:64]([NH:70][C:24](=[O:25])[C:23]1[CH:22]=[CH:21][C:20]([CH2:19][N:10]2[C:9]3[CH:8]=[CH:7][C:6]([C:5]4[N:1]=[N:2][NH:3][N:4]=4)=[CH:18][C:17]=3[C:16]3[C:11]2=[CH:12][CH:13]=[CH:14][CH:15]=3)=[CH:28][CH:27]=1)[CH2:65][C:66]([O:68][CH3:69])=[O:67], predict the reactants needed to synthesize it. The reactants are: [NH:1]1[C:5]([C:6]2[CH:7]=[CH:8][C:9]3[N:10]([CH2:19][C:20]4[CH:28]=[CH:27][C:23]([C:24](O)=[O:25])=[CH:22][CH:21]=4)[C:11]4[C:16]([C:17]=3[CH:18]=2)=[CH:15][CH:14]=[CH:13][CH:12]=4)=[N:4][N:3]=[N:2]1.ON1C2C=CC=CC=2N=N1.CC(N(CC)C(C)C)C.Cl.CN(C)CCCN=C=NCC.Cl.[CH3:61][O:62][C:63](=[O:71])[C@@H:64]([NH2:70])[CH2:65][C:66]([O:68][CH3:69])=[O:67].Cl. (9) Given the product [NH2:1][C:2]1[C:7]([NH2:8])=[CH:6][C:5]([C:11]([F:13])([F:12])[F:14])=[CH:4][N:3]=1, predict the reactants needed to synthesize it. The reactants are: [NH2:1][C:2]1[C:7]([N+:8]([O-])=O)=[CH:6][C:5]([C:11]([F:14])([F:13])[F:12])=[CH:4][N:3]=1. (10) Given the product [Cl:1][C:2]1[CH:3]=[C:4]([N:13]([CH3:20])[CH:14]2[CH2:19][CH2:18][O:17][CH2:16][CH2:15]2)[C:5]([CH2:11][CH3:12])=[C:6]([CH:10]=1)[C:7]([NH:54][CH2:55][C:56]1[C:57](=[O:64])[NH:58][C:59]([CH3:63])=[CH:60][C:61]=1[CH3:62])=[O:9], predict the reactants needed to synthesize it. The reactants are: [Cl:1][C:2]1[CH:3]=[C:4]([N:13]([CH3:20])[CH:14]2[CH2:19][CH2:18][O:17][CH2:16][CH2:15]2)[C:5]([CH2:11][CH3:12])=[C:6]([CH:10]=1)[C:7]([OH:9])=O.CN(C(ON1N=NC2C=CC=CC1=2)=[N+](C)C)C.F[P-](F)(F)(F)(F)F.C(N(C(C)C)C(C)C)C.[NH2:54][CH2:55][C:56]1[C:57](=[O:64])[NH:58][C:59]([CH3:63])=[CH:60][C:61]=1[CH3:62].